From a dataset of Forward reaction prediction with 1.9M reactions from USPTO patents (1976-2016). Predict the product of the given reaction. (1) Given the reactants [Br:1][C:2]1[CH:3]=[C:4]([NH2:9])[C:5]([NH2:8])=[N:6][CH:7]=1.[CH3:10][N:11]([CH3:24])[CH2:12][CH2:13][CH2:14][O:15][C:16]1[CH:23]=[CH:22][C:19]([CH:20]=O)=[CH:18][CH:17]=1, predict the reaction product. The product is: [Br:1][C:2]1[CH:3]=[C:4]2[N:9]=[C:20]([C:19]3[CH:22]=[CH:23][C:16]([O:15][CH2:14][CH2:13][CH2:12][N:11]([CH3:24])[CH3:10])=[CH:17][CH:18]=3)[NH:8][C:5]2=[N:6][CH:7]=1. (2) Given the reactants [CH3:1][O:2][C:3]1[C:4]([CH2:11]O)=[N:5][CH:6]=[C:7]([O:9][CH3:10])[N:8]=1.C(Cl)[Cl:14], predict the reaction product. The product is: [Cl:14][CH2:11][C:4]1[C:3]([O:2][CH3:1])=[N:8][C:7]([O:9][CH3:10])=[CH:6][N:5]=1. (3) Given the reactants [N:1]([C:4]1[CH:9]=[CH:8][C:7]([O:10][C:11]2[CH:16]=[CH:15][CH:14]=[CH:13][CH:12]=2)=[CH:6][CH:5]=1)=[C:2]=[O:3].[NH2:17][CH2:18][CH2:19][CH2:20][N:21]1[CH2:26][CH2:25][CH:24]([C:27]2[CH:28]=[C:29]([NH:33][C:34](=[O:38])[CH:35]([CH3:37])[CH3:36])[CH:30]=[CH:31][CH:32]=2)[CH2:23][CH2:22]1, predict the reaction product. The product is: [CH3:36][CH:35]([CH3:37])[C:34]([NH:33][C:29]1[CH:30]=[CH:31][CH:32]=[C:27]([CH:24]2[CH2:23][CH2:22][N:21]([CH2:20][CH2:19][CH2:18][NH:17][C:2]([NH:1][C:4]3[CH:9]=[CH:8][C:7]([O:10][C:11]4[CH:12]=[CH:13][CH:14]=[CH:15][CH:16]=4)=[CH:6][CH:5]=3)=[O:3])[CH2:26][CH2:25]2)[CH:28]=1)=[O:38].